This data is from Full USPTO retrosynthesis dataset with 1.9M reactions from patents (1976-2016). The task is: Predict the reactants needed to synthesize the given product. (1) Given the product [F:1][C:2]1[CH:9]=[CH:8][CH:7]=[C:6]([C:10]([F:13])([F:12])[F:11])[C:3]=1[CH2:4][NH:14][C:15]1[CH:16]=[C:17]2[C:21]3=[C:22]([CH2:24][S:25][CH2:26][CH2:27][N:20]3[C@H:19]3[CH2:28][CH2:29][NH:30][CH2:31][C@@H:18]23)[CH:23]=1, predict the reactants needed to synthesize it. The reactants are: [F:1][C:2]1[CH:9]=[CH:8][CH:7]=[C:6]([C:10]([F:13])([F:12])[F:11])[C:3]=1[CH:4]=O.[NH2:14][C:15]1[CH:16]=[C:17]2[C:21]3=[C:22]([CH2:24][S:25][CH2:26][CH2:27][N:20]3[C@H:19]3[CH2:28][CH2:29][N:30](C(OC(C)(C)C)=O)[CH2:31][C@@H:18]23)[CH:23]=1. (2) Given the product [N+:1]([C:4]1[CH:5]=[CH:6][C:7]([CH2:10][C@H:11]([NH:13][CH2:14][C:15]2[CH:16]=[CH:17][CH:18]=[CH:19][CH:20]=2)[CH3:12])=[CH:8][CH:9]=1)([O-:3])=[O:2], predict the reactants needed to synthesize it. The reactants are: [N+:1]([C:4]1[CH:9]=[CH:8][C:7]([CH2:10][CH:11]([NH:13][CH2:14][C:15]2[CH:20]=[CH:19][CH:18]=[CH:17][CH:16]=2)[CH3:12])=[CH:6][CH:5]=1)([O-:3])=[O:2].C(O)(=O)[C@H](C1C=CC=CC=1)O. (3) Given the product [NH2:1][C:2]1[C:7]([S:8]([CH2:11][C@@H:12]([CH3:15])[CH2:13][OH:14])(=[O:10])=[O:9])=[CH:6][C:5]([C:37]2[CH:38]=[CH:39][C:33]3[O:32][CH2:31][CH2:30][N:29]([C:23]4[C:22]5[C:27](=[CH:28][C:19]([O:18][CH3:17])=[CH:20][CH:21]=5)[N:26]=[CH:25][N:24]=4)[CH2:35][C:34]=3[CH:36]=2)=[CH:4][N:3]=1, predict the reactants needed to synthesize it. The reactants are: [NH2:1][C:2]1[C:7]([S:8]([CH2:11][C@@H:12]([CH3:15])[CH2:13][OH:14])(=[O:10])=[O:9])=[CH:6][C:5](Br)=[CH:4][N:3]=1.[CH3:17][O:18][C:19]1[CH:28]=[C:27]2[C:22]([C:23]([N:29]3[CH2:35][C:34]4[CH:36]=[C:37](B(O)O)[CH:38]=[CH:39][C:33]=4[O:32][CH2:31][CH2:30]3)=[N:24][CH:25]=[N:26]2)=[CH:21][CH:20]=1. (4) Given the product [CH3:2][O:4][C:5]1[CH:6]=[C:55]2[C:50](=[CH:51][CH:52]=1)[C:49](=[O:8])[NH:48][CH:53]=[CH:54]2, predict the reactants needed to synthesize it. The reactants are: Cl[C:2]([O:4][CH2:5][CH3:6])=O.C[O:8]C1C=C(C=CC=1)C=CC(O)=O.C(N(CC)CC)C.[N-]=[N+]=[N-].[Na+].C1(CC2C=CC=CC=2)C=CC=CC=1.C([N:48]([CH2:53][CH2:54][CH2:55]C)[CH2:49][CH2:50][CH2:51][CH3:52])CCC.